Predict the reactants needed to synthesize the given product. From a dataset of Full USPTO retrosynthesis dataset with 1.9M reactions from patents (1976-2016). (1) Given the product [Cl:13][C:14]1[C:18]([Cl:19])=[C:17]([CH2:20][CH3:1])[NH:16][C:15]=1[C:21]([O:23][CH2:24][CH3:25])=[O:22], predict the reactants needed to synthesize it. The reactants are: [CH2:1](C1NC(C(OCC)=O)=CC=1)C.[Cl:13][C:14]1[C:18]([Cl:19])=[C:17]([CH3:20])[NH:16][C:15]=1[C:21]([O:23][CH2:24][CH3:25])=[O:22]. (2) Given the product [CH3:1][O:2][C:3]1[CH:4]=[C:5]([C:9]2[NH:13][C:12]([S:24][CH3:23])=[C:11]([C:14]#[N:15])[CH:10]=2)[CH:6]=[CH:7][CH:8]=1, predict the reactants needed to synthesize it. The reactants are: [CH3:1][O:2][C:3]1[CH:4]=[C:5]([C:9](=O)[CH2:10][CH:11]([C:14]#[N:15])[C:12]#[N:13])[CH:6]=[CH:7][CH:8]=1.C(O)(=O)C.CO.[CH3:23][S-:24].[Na+]. (3) The reactants are: F[C:2]1[CH:7]=[CH:6][C:5]([N+:8]([O-:10])=[O:9])=[C:4]([F:11])[C:3]=1[CH3:12].[CH2:13]([OH:20])[C:14]1[CH:19]=[CH:18][CH:17]=[CH:16][CH:15]=1.C([O-])([O-])=O.[K+].[K+].O. Given the product [CH2:13]([O:20][C:2]1[CH:7]=[CH:6][C:5]([N+:8]([O-:10])=[O:9])=[C:4]([F:11])[C:3]=1[CH3:12])[C:14]1[CH:19]=[CH:18][CH:17]=[CH:16][CH:15]=1, predict the reactants needed to synthesize it. (4) Given the product [CH3:53][N:46]([CH3:47])[C:43]1[N:44]=[CH:45][C:40]([C:2]2[CH:3]=[C:4]([C:15]([NH:17][CH2:18][C:19]3[C:20](=[O:27])[NH:21][C:22]([CH3:26])=[CH:23][C:24]=3[CH3:25])=[O:16])[C:5]3[C:6]([CH3:14])=[N:7][N:8]([CH:11]([CH3:12])[CH3:13])[C:9]=3[CH:10]=2)=[CH:41][CH:42]=1, predict the reactants needed to synthesize it. The reactants are: Br[C:2]1[CH:3]=[C:4]([C:15]([NH:17][CH2:18][C:19]2[C:20](=[O:27])[NH:21][C:22]([CH3:26])=[CH:23][C:24]=2[CH3:25])=[O:16])[C:5]2[C:6]([CH3:14])=[N:7][N:8]([CH:11]([CH3:13])[CH3:12])[C:9]=2[CH:10]=1.C(N1C2C=C([C:40]3[CH:41]=[C:42]4C=[CH:47][NH:46][C:43]4=[N:44][CH:45]=3)C=C(C(OC)=O)C=2C=N1)(C)C.[C:53](=O)([O-])[O-].[Na+].[Na+].